This data is from Full USPTO retrosynthesis dataset with 1.9M reactions from patents (1976-2016). The task is: Predict the reactants needed to synthesize the given product. (1) Given the product [CH3:41][O:40][C:37]1[CH:36]=[CH:35][C:34]([CH2:33][N:7]2[CH2:6][CH2:5][C:4]3[N:3]=[C:2]([NH:53][C:51]([NH:50][C@@H:48]([C:42]4[CH:47]=[CH:46][CH:45]=[CH:44][CH:43]=4)[CH3:49])=[O:52])[CH:11]=[C:10]4[N:12]([C:14]([C:15]5[CH:20]=[CH:19][CH:18]=[CH:17][CH:16]=5)([C:21]5[CH:22]=[CH:23][CH:24]=[CH:25][CH:26]=5)[C:27]5[CH:28]=[CH:29][CH:30]=[CH:31][CH:32]=5)[N:13]=[C:8]2[C:9]=34)=[CH:39][CH:38]=1, predict the reactants needed to synthesize it. The reactants are: Cl[C:2]1[CH:11]=[C:10]2[N:12]([C:14]([C:27]3[CH:32]=[CH:31][CH:30]=[CH:29][CH:28]=3)([C:21]3[CH:26]=[CH:25][CH:24]=[CH:23][CH:22]=3)[C:15]3[CH:20]=[CH:19][CH:18]=[CH:17][CH:16]=3)[N:13]=[C:8]3[C:9]2=[C:4]([CH2:5][CH2:6][N:7]3[CH2:33][C:34]2[CH:39]=[CH:38][C:37]([O:40][CH3:41])=[CH:36][CH:35]=2)[N:3]=1.[C:42]1([C@H:48]([NH:50][C:51]([NH2:53])=[O:52])[CH3:49])[CH:47]=[CH:46][CH:45]=[CH:44][CH:43]=1.C(=O)([O-])[O-].[Cs+].[Cs+]. (2) Given the product [Br-:1].[N+:13]12([CH2:17][CH2:16][CH2:15][CH2:14]1)[CH2:5][CH2:4][CH2:3][CH2:2]2, predict the reactants needed to synthesize it. The reactants are: [Br:1][CH2:2][CH2:3][CH2:4][CH2:5]Br.C(=O)([O-])[O-].[K+].[K+].[NH:13]1[CH2:17][CH2:16][CH2:15][CH2:14]1.